Dataset: Reaction yield outcomes from USPTO patents with 853,638 reactions. Task: Predict the reaction yield, written as a fraction of the theoretical maximum amount of product (1.0 means a 100% yield; for example, 0.34 means a 34% yield). (1) The reactants are [Cl:1][C:2]1[CH:7]=[CH:6][CH:5]=[C:4]([F:8])[C:3]=1[C:9]1([OH:35])[C:17]2[C:12](=[CH:13][C:14](SC)=[CH:15][C:16]=2[C:18]([F:21])([F:20])[F:19])[N:11]([CH2:24][C@H:25]2[CH2:28][C@H:27]([N:29]([CH2:32][CH3:33])[CH2:30][CH3:31])[CH2:26]2)[C:10]1=[O:34].OO.[S:38]([O-:42])([O-])(=[O:40])=S.[Na+].[Na+].[C:45](O)(=O)C. The catalyst is O.O.[O-][W]([O-])(=O)=O.[Na+].[Na+]. The product is [Cl:1][C:2]1[CH:7]=[CH:6][CH:5]=[C:4]([F:8])[C:3]=1[C:9]1([OH:35])[C:17]2[C:12](=[CH:13][C:14]([S:38]([CH3:45])(=[O:42])=[O:40])=[CH:15][C:16]=2[C:18]([F:20])([F:21])[F:19])[N:11]([CH2:24][C@H:25]2[CH2:28][C@H:27]([N:29]([CH2:32][CH3:33])[CH2:30][CH3:31])[CH2:26]2)[C:10]1=[O:34]. The yield is 0.310. (2) The catalyst is CO.[Pd]. The reactants are [CH3:1][N:2]1[CH2:7][CH2:6][N:5]([C:8]2[CH:13]=[CH:12][C:11]([N+:14]([O-])=O)=[CH:10][C:9]=2[CH3:17])[CH2:4][CH2:3]1. The yield is 0.860. The product is [CH3:1][N:2]1[CH2:3][CH2:4][N:5]([C:8]2[CH:13]=[CH:12][C:11]([NH2:14])=[CH:10][C:9]=2[CH3:17])[CH2:6][CH2:7]1. (3) The reactants are [N+:1]([C:4]1[CH:13]=[C:12]2[C:7]([CH2:8][C@@H:9]([C:21](=[O:33])[NH:22][C@H:23]3[C:32]4[C:27](=[CH:28][CH:29]=[CH:30][CH:31]=4)[CH2:26][CH2:25][CH2:24]3)[N:10]([C:14]([O:16][C:17]([CH3:20])([CH3:19])[CH3:18])=[O:15])[CH2:11]2)=[CH:6][CH:5]=1)([O-])=O. The catalyst is CO.[Pd]. The product is [NH2:1][C:4]1[CH:13]=[C:12]2[C:7]([CH2:8][C@@H:9]([C:21](=[O:33])[NH:22][C@H:23]3[C:32]4[C:27](=[CH:28][CH:29]=[CH:30][CH:31]=4)[CH2:26][CH2:25][CH2:24]3)[N:10]([C:14]([O:16][C:17]([CH3:18])([CH3:19])[CH3:20])=[O:15])[CH2:11]2)=[CH:6][CH:5]=1. The yield is 0.930. (4) The reactants are C[O:2][C:3]([C:5]1[S:6][CH:7]=[C:8]([CH2:10][CH2:11][CH2:12][C:13]2[C:21]3[C:20]([NH2:22])=[N:19][C:18]([NH2:23])=[N:17][C:16]=3[O:15][CH:14]=2)[CH:9]=1)=[O:4].[OH-].[Na+].C(Cl)(Cl)Cl.CO. The catalyst is CO. The product is [NH2:23][C:18]1[N:19]=[C:20]([NH2:22])[C:21]2[C:13]([CH2:12][CH2:11][CH2:10][C:8]3[CH:9]=[C:5]([C:3]([OH:4])=[O:2])[S:6][CH:7]=3)=[CH:14][O:15][C:16]=2[N:17]=1. The yield is 0.920. (5) The reactants are [F:1][C:2]1[CH:7]=[CH:6][C:5]([OH:8])=[C:4]([C:9]([OH:17])([CH3:16])[CH2:10][N:11]2[CH:15]=[CH:14][N:13]=[CH:12]2)[CH:3]=1.[CH2:18](Br)[CH2:19][CH2:20][CH2:21][CH2:22][CH2:23][CH3:24]. No catalyst specified. The product is [F:1][C:2]1[CH:7]=[CH:6][C:5]([O:8][CH2:18][CH2:19][CH2:20][CH2:21][CH2:22][CH2:23][CH3:24])=[C:4]([C:9]([OH:17])([CH3:16])[CH2:10][N:11]2[CH:15]=[CH:14][N:13]=[CH:12]2)[CH:3]=1. The yield is 0.943. (6) The reactants are [NH2:1][C:2]1[C:11]2[C:6](=[CH:7][CH:8]=[CH:9][C:10]=2[O:12][CH:13]2[CH2:18][CH2:17][CH2:16][CH2:15][CH2:14]2)[N:5]=[C:4]([CH3:19])[C:3]=1[C:20]([OH:22])=[O:21].C([O-])(O)=O.[Na+:27]. The catalyst is C(O)C.O. The product is [NH2:1][C:2]1[C:11]2[C:6](=[CH:7][CH:8]=[CH:9][C:10]=2[O:12][CH:13]2[CH2:18][CH2:17][CH2:16][CH2:15][CH2:14]2)[N:5]=[C:4]([CH3:19])[C:3]=1[C:20]([O-:22])=[O:21].[Na+:27]. The yield is 1.00. (7) The reactants are [CH3:1][O:2][CH2:3][CH2:4][CH2:5][C:6]([NH:8][NH2:9])=[O:7].[ClH:10].C(OCC)(=O)C. The catalyst is C(OCC)(=O)C. The product is [ClH:10].[CH3:1][O:2][CH2:3][CH2:4][CH2:5][C:6]([NH:8][NH2:9])=[O:7]. The yield is 0.890. (8) The reactants are Cl[C:2]1[CH:3]=[C:4]([N:8]([C:10]2[CH:15]=[CH:14][C:13]([O:16][CH3:17])=[CH:12][CH:11]=2)[CH3:9])[CH:5]=[CH:6][CH:7]=1.[C:18]([O:22][C:23](=[O:31])[NH:24][CH:25]1[CH2:30][CH2:29][NH:28][CH2:27][CH2:26]1)([CH3:21])([CH3:20])[CH3:19].COC1C=CC=C(OC)C=1C1C=CC=CC=1P(C1CCCCC1)C1CCCCC1.CC([O-])(C)C.[K+]. The catalyst is C1(C)C=CC=CC=1.C1C=CC(/C=C/C(/C=C/C2C=CC=CC=2)=O)=CC=1.C1C=CC(/C=C/C(/C=C/C2C=CC=CC=2)=O)=CC=1.C1C=CC(/C=C/C(/C=C/C2C=CC=CC=2)=O)=CC=1.[Pd].[Pd]. The product is [C:18]([O:22][C:23](=[O:31])[NH:24][CH:25]1[CH2:30][CH2:29][N:28]([C:2]2[CH:7]=[CH:6][CH:5]=[C:4]([N:8]([C:10]3[CH:15]=[CH:14][C:13]([O:16][CH3:17])=[CH:12][CH:11]=3)[CH3:9])[CH:3]=2)[CH2:27][CH2:26]1)([CH3:21])([CH3:19])[CH3:20]. The yield is 0.270.